From a dataset of Peptide-MHC class I binding affinity with 185,985 pairs from IEDB/IMGT. Regression. Given a peptide amino acid sequence and an MHC pseudo amino acid sequence, predict their binding affinity value. This is MHC class I binding data. (1) The peptide sequence is FAIKNTDDV. The MHC is H-2-Kb with pseudo-sequence H-2-Kb. The binding affinity (normalized) is 0.000493. (2) The peptide sequence is LMIIPLINV. The MHC is HLA-B44:03 with pseudo-sequence HLA-B44:03. The binding affinity (normalized) is 0.